This data is from HIV replication inhibition screening data with 41,000+ compounds from the AIDS Antiviral Screen. The task is: Binary Classification. Given a drug SMILES string, predict its activity (active/inactive) in a high-throughput screening assay against a specified biological target. The drug is O=C([O-])c1ccc2c(c1)C1=NC3=c4ccc(C(=O)[O-])cc4=C4N=C5c6ccc(C(=O)[O-])cc6C6=[N+]5[Gd+3]5([N+]1=C2N=C1c2cc(C(=O)[O-])ccc2C(=N6)[NH+]15)[NH+]34.[K+]. The result is 0 (inactive).